Dataset: Catalyst prediction with 721,799 reactions and 888 catalyst types from USPTO. Task: Predict which catalyst facilitates the given reaction. (1) Reactant: [CH3:1][C:2]1[CH:18]=[C:17]([N+:19]([O-:21])=[O:20])[CH:16]=[CH:15][C:3]=1[O:4][C:5]1[CH:6]=[C:7]([CH:12]=[CH:13][CH:14]=1)[C:8]([O:10]C)=[O:9].[OH-].[Na+].Cl. Product: [CH3:1][C:2]1[CH:18]=[C:17]([N+:19]([O-:21])=[O:20])[CH:16]=[CH:15][C:3]=1[O:4][C:5]1[CH:6]=[C:7]([CH:12]=[CH:13][CH:14]=1)[C:8]([OH:10])=[O:9]. The catalyst class is: 32. (2) Reactant: ClC1C=CC=CC=1C1C(O)=NC2N=C(S(C)(=O)=O)N=CC=2C=1.O[CH2:24][CH2:25][N:26]1[C:30](=[O:31])[C:29]2=[CH:32][CH:33]=[CH:34][CH:35]=[C:28]2[C:27]1=[O:36].C1(P(C2C=CC=CC=2)C2C=CC=CC=2)C=CC=CC=1.CCOC(/N=N/C(OCC)=O)=O. Product: [CH2:25]([N:26]1[C:30](=[O:31])[C:29]2=[CH:32][CH:33]=[CH:34][CH:35]=[C:28]2[C:27]1=[O:36])[CH3:24]. The catalyst class is: 12. (3) Reactant: [NH2:1][C:2]1[C:3]2[C:4]([C:19]3[CH:24]=[CH:23][CH:22]=[C:21]([N+:25]([O-:27])=[O:26])[CH:20]=3)=[N:5][C:6]([S:17][CH3:18])=[N:7][C:8]=2[CH2:9][CH2:10][C:11]=1[C:12]([O:14][CH2:15][CH3:16])=[O:13].C(C1C(=O)C(Cl)=C(Cl)C(=O)C=1C#N)#N. Product: [NH2:1][C:2]1[C:11]([C:12]([O:14][CH2:15][CH3:16])=[O:13])=[CH:10][CH:9]=[C:8]2[C:3]=1[C:4]([C:19]1[CH:24]=[CH:23][CH:22]=[C:21]([N+:25]([O-:27])=[O:26])[CH:20]=1)=[N:5][C:6]([S:17][CH3:18])=[N:7]2. The catalyst class is: 390. (4) Reactant: Cl.O.[NH:3]1[CH2:8][CH2:7][C:6](=[O:9])[CH2:5][CH2:4]1.C(=O)([O-])[O-].[K+].[K+].[CH2:16](Br)[C:17]1[CH:22]=[CH:21][CH:20]=[CH:19][CH:18]=1. Product: [CH2:16]([N:3]1[CH2:8][CH2:7][C:6](=[O:9])[CH2:5][CH2:4]1)[C:17]1[CH:22]=[CH:21][CH:20]=[CH:19][CH:18]=1. The catalyst class is: 3.